This data is from Forward reaction prediction with 1.9M reactions from USPTO patents (1976-2016). The task is: Predict the product of the given reaction. (1) Given the reactants [CH3:1][O:2][C:3]1[CH:9]=[CH:8][C:6]([NH2:7])=[C:5]([N+:10]([O-:12])=[O:11])[CH:4]=1.[C:13](O)(=O)[CH3:14].[C:17](O[BH-](OC(=O)C)OC(=O)C)(=O)[CH3:18].[Na+].C(=O)(O)[O-].[Na+], predict the reaction product. The product is: [CH:13]1([CH2:14][NH:7][C:6]2[CH:8]=[CH:9][C:3]([O:2][CH3:1])=[CH:4][C:5]=2[N+:10]([O-:12])=[O:11])[CH2:18][CH2:17]1. (2) Given the reactants [Cl:1][C:2]1[CH:3]=[C:4]([C:9]2([C:22]([F:25])([F:24])[F:23])[O:13][N:12]=[C:11]([C:14]3[CH:15]=[CH:16][C:17]([CH3:21])=[C:18]([CH:20]=3)[NH2:19])[CH2:10]2)[CH:5]=[C:6]([Cl:8])[CH:7]=1.[C:26]([C:28]1[CH:36]=[CH:35][C:31]([C:32](O)=[O:33])=[CH:30][CH:29]=1)#[N:27].Cl.C(N(CC)CCCN=C=NCC)C.C(=O)([O-])O.[Na+], predict the reaction product. The product is: [Cl:1][C:2]1[CH:3]=[C:4]([C:9]2([C:22]([F:23])([F:25])[F:24])[O:13][N:12]=[C:11]([C:14]3[CH:15]=[CH:16][C:17]([CH3:21])=[C:18]([NH:19][C:32](=[O:33])[C:31]4[CH:35]=[CH:36][C:28]([C:26]#[N:27])=[CH:29][CH:30]=4)[CH:20]=3)[CH2:10]2)[CH:5]=[C:6]([Cl:8])[CH:7]=1. (3) Given the reactants [NH2:1][C:2]1[CH:7]=[CH:6][C:5]([NH:8][C:9](=[O:18])[C:10]2[CH:15]=[C:14]([Cl:16])[CH:13]=[CH:12][C:11]=2[OH:17])=[C:4]([Cl:19])[CH:3]=1.CCN(CC)CC.[CH3:27][S:28](Cl)(=[O:30])=[O:29], predict the reaction product. The product is: [Cl:16][C:14]1[CH:13]=[CH:12][C:11]([OH:17])=[C:10]([CH:15]=1)[C:9]([NH:8][C:5]1[CH:6]=[CH:7][C:2]([NH:1][S:28]([CH3:27])(=[O:30])=[O:29])=[CH:3][C:4]=1[Cl:19])=[O:18]. (4) Given the reactants [CH2:1]([NH:8][C:9](=[O:18])[C:10]1[CH:15]=[CH:14][CH:13]=[C:12](O)[C:11]=1[OH:17])[C:2]1[CH:7]=[CH:6][CH:5]=[CH:4][CH:3]=1.COC1C=CC=CC=1C(O)=O, predict the reaction product. The product is: [CH2:1]([NH:8][C:9](=[O:18])[C:10]1[CH:15]=[CH:14][CH:13]=[CH:12][C:11]=1[OH:17])[C:2]1[CH:3]=[CH:4][CH:5]=[CH:6][CH:7]=1. (5) Given the reactants [NH2:1][C:2]1[CH:13]=[CH:12][C:5]([O:6][CH2:7][C:8]([CH3:11])([OH:10])[CH3:9])=[C:4]([O:14][CH3:15])[CH:3]=1.CCN(CC)CC.Br[CH:24]([CH2:28][CH2:29]Br)[C:25](Cl)=[O:26].[OH-].[K+].[I:33][C:34]1[CH:39]=[CH:38][C:37]([OH:40])=[CH:36][CH:35]=1, predict the reaction product. The product is: [OH:10][C:8]([CH3:11])([CH3:9])[CH2:7][O:6][C:5]1[CH:12]=[CH:13][C:2]([N:1]2[CH2:29][CH2:28][CH:24]([O:40][C:37]3[CH:38]=[CH:39][C:34]([I:33])=[CH:35][CH:36]=3)[C:25]2=[O:26])=[CH:3][C:4]=1[O:14][CH3:15]. (6) The product is: [CH3:1][N:2]1[C:7](=[O:8])[C:6]([C:9]2[CH2:13][CH:12]([C:14]3[CH:19]=[CH:18][CH:17]=[CH:16][CH:15]=3)[O:11][N:10]=2)=[CH:5][C:4]([C:20]([OH:22])=[O:21])=[N:3]1. Given the reactants [CH3:1][N:2]1[C:7](=[O:8])[C:6]([C:9]2[CH2:13][CH:12]([C:14]3[CH:19]=[CH:18][CH:17]=[CH:16][CH:15]=3)[O:11][N:10]=2)=[CH:5][C:4]([C:20]([O:22]C)=[O:21])=[N:3]1.[OH-].[Li+], predict the reaction product.